From a dataset of Forward reaction prediction with 1.9M reactions from USPTO patents (1976-2016). Predict the product of the given reaction. Given the reactants [OH-:1].[K+].[NH:3]1[C:11]2[C:6](=[CH:7][CH:8]=[CH:9][CH:10]=2)[C:5]([CH2:12][C:13](=[O:17])[C:14]([OH:16])=[O:15])=[CH:4]1.[C:18]([OH:26])(=[O:25])[CH2:19][C:20](C(O)=O)=O.Cl.[NH2:28]O.[OH-].[Na+].Cl, predict the reaction product. The product is: [OH:17][C:13]([CH2:12][C:5]1[C:6]2[C:11](=[CH:10][CH:9]=[CH:8][CH:7]=2)[NH:3][CH:4]=1)([C:14]([OH:16])=[O:15])[CH2:20][C:19](=[N:28][OH:1])[C:18]([OH:26])=[O:25].